From a dataset of NCI-60 drug combinations with 297,098 pairs across 59 cell lines. Regression. Given two drug SMILES strings and cell line genomic features, predict the synergy score measuring deviation from expected non-interaction effect. (1) Drug 1: CCC1=CC2CC(C3=C(CN(C2)C1)C4=CC=CC=C4N3)(C5=C(C=C6C(=C5)C78CCN9C7C(C=CC9)(C(C(C8N6C)(C(=O)OC)O)OC(=O)C)CC)OC)C(=O)OC. Drug 2: C1=CC=C(C=C1)NC(=O)CCCCCCC(=O)NO. Cell line: SK-OV-3. Synergy scores: CSS=76.8, Synergy_ZIP=6.87, Synergy_Bliss=6.50, Synergy_Loewe=7.05, Synergy_HSA=9.96. (2) Drug 1: C1=NC2=C(N=C(N=C2N1C3C(C(C(O3)CO)O)O)F)N. Drug 2: CN1C2=C(C=C(C=C2)N(CCCl)CCCl)N=C1CCCC(=O)O.Cl. Cell line: COLO 205. Synergy scores: CSS=30.3, Synergy_ZIP=-5.52, Synergy_Bliss=0.246, Synergy_Loewe=-10.4, Synergy_HSA=-0.826.